The task is: Predict the product of the given reaction.. This data is from Forward reaction prediction with 1.9M reactions from USPTO patents (1976-2016). (1) Given the reactants [CH3:1][O:2][C:3]1[CH:8]=[CH:7][C:6](B(O)O)=[CH:5][CH:4]=1.Br[C:13]1[CH:18]=[CH:17][C:16]([C:19]2[O:20][C:21]([CH3:31])=[C:22]([CH2:24][CH2:25][N:26]3[CH2:30][CH2:29][CH2:28][CH2:27]3)[N:23]=2)=[CH:15][CH:14]=1, predict the reaction product. The product is: [CH3:1][O:2][C:3]1[CH:8]=[CH:7][C:6]([C:13]2[CH:18]=[CH:17][C:16]([C:19]3[O:20][C:21]([CH3:31])=[C:22]([CH2:24][CH2:25][N:26]4[CH2:27][CH2:28][CH2:29][CH2:30]4)[N:23]=3)=[CH:15][CH:14]=2)=[CH:5][CH:4]=1. (2) Given the reactants [CH2:1]([O:4][C:5]1[CH:6]=[CH:7][C:8]([N+:22]([O-])=O)=[C:9]([C:11]([C:13]2[CH:18]=[CH:17][C:16]([CH:19]([CH3:21])[CH3:20])=[CH:15][CH:14]=2)=[O:12])[CH:10]=1)[CH:2]=[CH2:3], predict the reaction product. The product is: [CH2:1]([O:4][C:5]1[CH:6]=[CH:7][C:8]([NH2:22])=[C:9]([C:11]([C:13]2[CH:14]=[CH:15][C:16]([CH:19]([CH3:20])[CH3:21])=[CH:17][CH:18]=2)=[O:12])[CH:10]=1)[CH:2]=[CH2:3]. (3) Given the reactants [F:1][CH:2]([CH2:8][C:9]1[CH:14]=[CH:13][C:12]([O:15][CH2:16][C:17]2[CH:22]=[CH:21][C:20]([CH2:23][N:24]([CH2:36][CH2:37][C:38]3[CH:43]=[CH:42][CH:41]=[CH:40][CH:39]=3)[C:25]3[S:26][CH:27]=[C:28]([C:30]4[CH:35]=[CH:34][CH:33]=[CH:32][CH:31]=4)[N:29]=3)=[CH:19][CH:18]=2)=[CH:11][CH:10]=1)[C:3]([O:5]CC)=[O:4].O1CCCC1.O.[OH-].[Li+].Cl, predict the reaction product. The product is: [F:1][CH:2]([CH2:8][C:9]1[CH:10]=[CH:11][C:12]([O:15][CH2:16][C:17]2[CH:22]=[CH:21][C:20]([CH2:23][N:24]([CH2:36][CH2:37][C:38]3[CH:39]=[CH:40][CH:41]=[CH:42][CH:43]=3)[C:25]3[S:26][CH:27]=[C:28]([C:30]4[CH:31]=[CH:32][CH:33]=[CH:34][CH:35]=4)[N:29]=3)=[CH:19][CH:18]=2)=[CH:13][CH:14]=1)[C:3]([OH:5])=[O:4].